From a dataset of Reaction yield outcomes from USPTO patents with 853,638 reactions. Predict the reaction yield, written as a fraction of the theoretical maximum amount of product (1.0 means a 100% yield; for example, 0.34 means a 34% yield). (1) The reactants are [F:1][C:2]1[CH:3]=[C:4]2[C:8](=[CH:9][CH:10]=1)[NH:7][CH:6]=[CH:5]2.[N:11]1[CH:16]=[CH:15][C:14]([CH:17]=[O:18])=[CH:13][CH:12]=1.[OH-].[Na+].O. The catalyst is CO. The product is [F:1][C:2]1[CH:3]=[C:4]2[C:8](=[CH:9][CH:10]=1)[NH:7][CH:6]=[C:5]2[CH:17]([C:14]1[CH:15]=[CH:16][N:11]=[CH:12][CH:13]=1)[OH:18]. The yield is 0.930. (2) The reactants are [CH3:1][C:2]1[CH2:7][CH2:6][CH2:5][C:4]([CH3:9])([CH3:8])[C:3]=1[CH2:10][OH:11].[F:12][C:13]1[CH:20]=[C:19](O)[CH:18]=[CH:17][C:14]=1[C:15]#[N:16].C1(P(C2C=CC=CC=2)C2C=CC=CC=2)C=CC=CC=1.N(C(OCC)=O)=NC(OCC)=O. The catalyst is O1CCCC1. The product is [F:12][C:13]1[CH:20]=[C:19]([O:11][CH2:10][C:3]2[C:4]([CH3:8])([CH3:9])[CH2:5][CH2:6][CH2:7][C:2]=2[CH3:1])[CH:18]=[CH:17][C:14]=1[C:15]#[N:16]. The yield is 0.270.